Task: Predict the product of the given reaction.. Dataset: Forward reaction prediction with 1.9M reactions from USPTO patents (1976-2016) (1) Given the reactants [OH:1][C:2]1([C:15]([O:17]C)=[O:16])[C:14]2[CH:13]=[CH:12][CH:11]=[CH:10][C:9]=2[C:8]2[C:3]1=[CH:4][CH:5]=[CH:6][CH:7]=2.[C@@:19]12([OH:28])[N:26]([CH3:27])[C@@H:23]([CH2:24][CH2:25]1)[CH2:22][CH:21]=[CH:20]2.[Na].O, predict the reaction product. The product is: [C@@:19]12([OH:28])[N:26]([CH3:27])[C@@H:23]([CH2:24][CH2:25]1)[CH2:22][CH:21]=[CH:20]2.[OH:1][C:2]1([C:15]([O-:17])=[O:16])[C:3]2[CH:4]=[CH:5][CH:6]=[CH:7][C:8]=2[C:9]2[C:14]1=[CH:13][CH:12]=[CH:11][CH:10]=2. (2) The product is: [Cl:28][C:29]1[CH:34]=[CH:33][C:32]([S:35]([NH:1][CH2:2][CH:3]([OH:20])[CH2:4][N:5]2[C:6]3[CH:19]=[CH:18][CH:17]=[CH:16][C:7]=3[CH2:8][CH2:9][C:10]3[CH:15]=[CH:14][CH:13]=[CH:12][C:11]2=3)(=[O:37])=[O:36])=[CH:31][CH:30]=1. Given the reactants [NH2:1][CH2:2][CH:3]([OH:20])[CH2:4][N:5]1[C:11]2[CH:12]=[CH:13][CH:14]=[CH:15][C:10]=2[CH2:9][CH2:8][C:7]2[CH:16]=[CH:17][CH:18]=[CH:19][C:6]1=2.C(N(CC)CC)C.[Cl:28][C:29]1[CH:34]=[CH:33][C:32]([S:35](Cl)(=[O:37])=[O:36])=[CH:31][CH:30]=1.[Na+].[Cl-], predict the reaction product. (3) The product is: [F:8][C:9]1[CH:10]=[C:11]2[N:16]=[C:25]([C:24]3[CH:28]=[CH:29][C:21]([C:19]([O:18][CH3:17])=[O:20])=[CH:22][CH:23]=3)[NH:15][C:12]2=[N:13][CH:14]=1. Given the reactants C(N(CC)CC)C.[F:8][C:9]1[CH:10]=[C:11]([NH2:16])[C:12]([NH2:15])=[N:13][CH:14]=1.[CH3:17][O:18][C:19]([C:21]1[CH:29]=[CH:28][C:24]([C:25](O)=O)=[CH:23][CH:22]=1)=[O:20].F[P-](F)(F)(F)(F)F.N1(OC(N(C)C)=[N+](C)C)C2C=CC=CC=2N=N1, predict the reaction product. (4) Given the reactants [Na].[CH3:2][OH:3].[Cl:4][C:5]1[CH:6]=[C:7]([N:12]([CH2:27][C:28]2[CH:33]=[CH:32][C:31]([O:34][CH3:35])=[C:30]([O:36][CH3:37])[CH:29]=2)[C:13]2[C:22]3[C:17](=[CH:18][C:19](F)=[C:20]([N+:23]([O-:25])=[O:24])[CH:21]=3)[N:16]=[CH:15][N:14]=2)[CH:8]=[CH:9][C:10]=1[F:11], predict the reaction product. The product is: [Cl:4][C:5]1[CH:6]=[C:7]([N:12]([CH2:27][C:28]2[CH:33]=[CH:32][C:31]([O:34][CH3:35])=[C:30]([O:36][CH3:37])[CH:29]=2)[C:13]2[C:22]3[C:17](=[CH:18][C:19]([O:3][CH3:2])=[C:20]([N+:23]([O-:25])=[O:24])[CH:21]=3)[N:16]=[CH:15][N:14]=2)[CH:8]=[CH:9][C:10]=1[F:11].